Dataset: TCR-epitope binding with 47,182 pairs between 192 epitopes and 23,139 TCRs. Task: Binary Classification. Given a T-cell receptor sequence (or CDR3 region) and an epitope sequence, predict whether binding occurs between them. (1) The epitope is LLWNGPMAV. The TCR CDR3 sequence is CASSLAFAGGQVVYEQYF. Result: 0 (the TCR does not bind to the epitope). (2) The epitope is ITEEVGHTDLMAAY. The TCR CDR3 sequence is CASSQGFSDPPTDTQYF. Result: 1 (the TCR binds to the epitope).